This data is from Forward reaction prediction with 1.9M reactions from USPTO patents (1976-2016). The task is: Predict the product of the given reaction. (1) Given the reactants [F:1][C:2]([F:6])([F:5])[CH2:3][OH:4].C(=O)([O-])[O-].[K+].[K+].[N+]([C:16]1[CH:21]=[CH:20][N:19]=[C:18]([CH2:22][S@:23]([C:25]2[NH:29][C:28]3[CH:30]=[CH:31][CH:32]=[CH:33][C:27]=3[N:26]=2)=[O:24])[C:17]=1[CH3:34])([O-])=O, predict the reaction product. The product is: [CH3:34][C:17]1[C:18]([CH2:22][S@:23]([C:25]2[NH:26][C:27]3[CH:33]=[CH:32][CH:31]=[CH:30][C:28]=3[N:29]=2)=[O:24])=[N:19][CH:20]=[CH:21][C:16]=1[O:4][CH2:3][C:2]([F:6])([F:5])[F:1]. (2) The product is: [CH3:38][S:35]([C:27]1[CH:26]=[C:25]([S:22]([N:20]([CH3:21])[CH:19]2[C:13]3[CH:12]=[CH:11][CH:10]=[C:9]([O:8][CH2:7][C:6]([OH:39])=[O:5])[C:14]=3[CH2:15][CH2:16][CH2:17][CH2:18]2)(=[O:23])=[O:24])[CH:30]=[C:29]([C:31]([F:33])([F:32])[F:34])[CH:28]=1)(=[O:37])=[O:36]. Given the reactants C([O:5][C:6](=[O:39])[CH2:7][O:8][C:9]1[C:14]2[CH2:15][CH2:16][CH2:17][CH2:18][CH:19]([N:20]([S:22]([C:25]3[CH:30]=[C:29]([C:31]([F:34])([F:33])[F:32])[CH:28]=[C:27]([S:35]([CH3:38])(=[O:37])=[O:36])[CH:26]=3)(=[O:24])=[O:23])[CH3:21])[C:13]=2[CH:12]=[CH:11][CH:10]=1)(C)(C)C.O.[OH-].[Li+], predict the reaction product. (3) Given the reactants [CH3:1][N:2]([CH2:13][C:14]1[N:18]([CH2:19][CH:20]2[CH2:24][CH2:23][N:22](C(OC(C)(C)C)=O)[CH2:21]2)[C:17]2[CH:32]=[CH:33][CH:34]=[CH:35][C:16]=2[N:15]=1)[CH:3]1[C:12]2[N:11]=[CH:10][CH:9]=[CH:8][C:7]=2[CH2:6][CH2:5][CH2:4]1.CN(CC1N(CC2CCNCC2)C2C=CC=CC=2N=1)C1C2N=CC=CC=2CCC1, predict the reaction product. The product is: [CH3:1][N:2]([CH2:13][C:14]1[N:18]([CH2:19][CH:20]2[CH2:24][CH2:23][NH:22][CH2:21]2)[C:17]2[CH:32]=[CH:33][CH:34]=[CH:35][C:16]=2[N:15]=1)[CH:3]1[C:12]2[N:11]=[CH:10][CH:9]=[CH:8][C:7]=2[CH2:6][CH2:5][CH2:4]1. (4) Given the reactants Br[C:2]1[CH:7]=[CH:6][C:5]([CH2:8][CH2:9][CH2:10][O:11][CH2:12][C:13]2[CH:18]=[CH:17][CH:16]=[CH:15][CH:14]=2)=[CH:4][CH:3]=1.C([Li])CCC.CN(C)[CH:26]=[O:27], predict the reaction product. The product is: [CH2:12]([O:11][CH2:10][CH2:9][CH2:8][C:5]1[CH:6]=[CH:7][C:2]([CH:26]=[O:27])=[CH:3][CH:4]=1)[C:13]1[CH:18]=[CH:17][CH:16]=[CH:15][CH:14]=1. (5) Given the reactants C([O:8][C:9]1[C:10]([O:30][CH3:31])=[CH:11][C:12]2[CH2:21][CH:20]([CH3:22])[N:19]3[CH:14]([CH2:15][C:16](=[O:28])[C:17]([C:23]([O:25][CH2:26][CH3:27])=[O:24])=[CH:18]3)[C:13]=2[CH:29]=1)C1C=CC=CC=1, predict the reaction product. The product is: [OH:8][C:9]1[C:10]([O:30][CH3:31])=[CH:11][C:12]2[CH2:21][CH:20]([CH3:22])[N:19]3[C:14](=[CH:15][C:16](=[O:28])[C:17]([C:23]([O:25][CH2:26][CH3:27])=[O:24])=[CH:18]3)[C:13]=2[CH:29]=1.